Dataset: TCR-epitope binding with 47,182 pairs between 192 epitopes and 23,139 TCRs. Task: Binary Classification. Given a T-cell receptor sequence (or CDR3 region) and an epitope sequence, predict whether binding occurs between them. (1) The TCR CDR3 sequence is CASSLTTAYYEQYF. Result: 0 (the TCR does not bind to the epitope). The epitope is RLRPGGKKK. (2) The epitope is CINGVCWTV. The TCR CDR3 sequence is CASSLGTSGGFTDTQYF. Result: 1 (the TCR binds to the epitope). (3) The epitope is SSTFNVPMEKLK. The TCR CDR3 sequence is CASSASDSPNEKLFF. Result: 0 (the TCR does not bind to the epitope). (4) The epitope is TVYDPLQPELDSFK. The TCR CDR3 sequence is CASSPGHLYEQYF. Result: 0 (the TCR does not bind to the epitope). (5) The epitope is KLPDDFTGCV. The TCR CDR3 sequence is CASSDIGVFFTSHNQPQHF. Result: 1 (the TCR binds to the epitope). (6) The epitope is YLDAYNMMI. The TCR CDR3 sequence is CASSQGQGAQNQPQHF. Result: 0 (the TCR does not bind to the epitope). (7) The epitope is ELAGIGILTV. The TCR CDR3 sequence is CASSLGSGVSNYGYTF. Result: 0 (the TCR does not bind to the epitope).